This data is from Catalyst prediction with 721,799 reactions and 888 catalyst types from USPTO. The task is: Predict which catalyst facilitates the given reaction. (1) Reactant: [OH:1][C@@H:2]1[CH2:10][C@@H:5]2[O:6][C:7](=[O:9])[CH2:8][C@@H:4]2[C@H:3]1[CH2:11][OH:12].CC1C=CN=C(N)C=1C.C(N(CC)CC)C.[C:29]1([C:35](Cl)([C:42]2[CH:47]=[CH:46][CH:45]=[CH:44][CH:43]=2)[C:36]2[CH:41]=[CH:40][CH:39]=[CH:38][CH:37]=2)[CH:34]=[CH:33][CH:32]=[CH:31][CH:30]=1. Product: [OH:1][C@@H:2]1[CH2:10][C@@H:5]2[O:6][C:7](=[O:9])[CH2:8][C@@H:4]2[CH:3]1[CH2:11][O:12][C:35]([C:29]1[CH:34]=[CH:33][CH:32]=[CH:31][CH:30]=1)([C:42]1[CH:43]=[CH:44][CH:45]=[CH:46][CH:47]=1)[C:36]1[CH:37]=[CH:38][CH:39]=[CH:40][CH:41]=1. The catalyst class is: 7. (2) Reactant: C1([C@H](C2C=CC=C([O:15][CH2:16][C:17]3[CH:22]=[CH:21][C:20](C4C=C(OC)C=CC=4F)=[C:19]([C@@H:32]4[CH2:36][CH2:35][CH2:34][C:33]4([CH3:38])[CH3:37])[CH:18]=3)C=2)CC(O)=O)CC1.[C:39](=O)([O-])[O-:40].[K+].[K+].[F:45][CH:46]([F:63])[C:47]1[CH:48]=[CH:49][C:50]([F:62])=[C:51](B2OC(C)(C)C(C)(C)O2)[CH:52]=1. Product: [F:63][CH:46]([F:45])[C:47]1[CH:48]=[CH:49][C:50]([F:62])=[C:51]([C:20]2[CH:21]=[CH:22][C:17]([C:16]([O:40][CH3:39])=[O:15])=[CH:18][C:19]=2[C:32]2[C:33]([CH3:38])([CH3:37])[CH2:34][CH2:35][CH:36]=2)[CH:52]=1. The catalyst class is: 339. (3) Reactant: N#N.[N:3]1[CH:8]=[CH:7][C:6]([C:9]2[CH:14]=[CH:13][N:12]3[CH:15]=[CH:16][N:17]=[C:11]3[CH:10]=2)=[CH:5][CH:4]=1.C1C(=O)N([I:25])C(=O)C1.CCO. Product: [I:25][C:15]1[N:12]2[CH:13]=[CH:14][C:9]([C:6]3[CH:5]=[CH:4][N:3]=[CH:8][CH:7]=3)=[CH:10][C:11]2=[N:17][CH:16]=1. The catalyst class is: 25. (4) Reactant: [CH3:1][NH:2][C:3]([NH2:5])=[S:4].O[CH:7]([CH3:11])[C:8](=O)[CH3:9].C(OCC)C. Product: [CH3:1][N:2]1[C:8]([CH3:9])=[C:7]([CH3:11])[N:5]=[C:3]1[SH:4]. The catalyst class is: 8. (5) Reactant: [Br:1][C:2]1[N:7]=[C:6]([F:8])[C:5]([OH:9])=[CH:4][CH:3]=1.[CH3:10][O-].[Na+].CI.O. Product: [Br:1][C:2]1[N:7]=[C:6]([F:8])[C:5]([O:9][CH3:10])=[CH:4][CH:3]=1. The catalyst class is: 9.